From a dataset of Catalyst prediction with 721,799 reactions and 888 catalyst types from USPTO. Predict which catalyst facilitates the given reaction. (1) Reactant: Br[C:2]1[CH:7]=[CH:6][CH:5]=[C:4]([Br:8])[N:3]=1.C([Mg]Cl)(C)C.[O:14]1[CH:18]=[CH:17][CH:16]=[C:15]1[C:19]1[N:20]=[C:21]([NH:30][C:31]([C:33]2[CH:38]=[CH:37][N:36]=[CH:35][CH:34]=2)=[O:32])[S:22][C:23]=1[C:24](=[O:29])N(OC)C.[Cl-].[NH4+]. Product: [Br:8][C:4]1[N:3]=[C:2]([C:24]([C:23]2[S:22][C:21]([NH:30][C:31]([C:33]3[CH:34]=[CH:35][N:36]=[CH:37][CH:38]=3)=[O:32])=[N:20][C:19]=2[C:15]2[O:14][CH:18]=[CH:17][CH:16]=2)=[O:29])[CH:7]=[CH:6][CH:5]=1. The catalyst class is: 1. (2) Reactant: [Cl:1][C:2]1[N:3]=[CH:4][N:5](COCC[Si](C)(C)C)[C:6]=1[C:7]([NH:9][CH2:10][C:11]1[CH:16]=[CH:15][C:14]([Cl:17])=[C:13]([O:18][C:19]2[CH:24]=[C:23]([C:25]#[CH:26])[CH:22]=[C:21]([Cl:27])[CH:20]=2)[C:12]=1[F:28])=[O:8].C(O)(C(F)(F)F)=O. Product: [Cl:1][C:2]1[N:3]=[CH:4][NH:5][C:6]=1[C:7]([NH:9][CH2:10][C:11]1[CH:16]=[CH:15][C:14]([Cl:17])=[C:13]([O:18][C:19]2[CH:24]=[C:23]([C:25]#[CH:26])[CH:22]=[C:21]([Cl:27])[CH:20]=2)[C:12]=1[F:28])=[O:8]. The catalyst class is: 2. (3) Product: [CH3:31][O:30][C:16]1[CH:17]=[C:18]([NH:54][CH3:52])[CH:19]=[CH:20][C:15]=1[O:14][C:11]1[N:12]=[CH:13][C:8]([NH:7][C:38](=[O:39])[C:37]2[CH:41]=[CH:42][C:34]([C:33]([F:44])([F:43])[F:32])=[CH:35][CH:36]=2)=[CH:9][CH:10]=1. Reactant: CCOC(C)=O.[NH2:7][C:8]1[CH:9]=[CH:10][C:11]([O:14][C:15]2[CH:20]=[CH:19][C:18](CNC(=O)OC(C)(C)C)=[CH:17][C:16]=2[O:30][CH3:31])=[N:12][CH:13]=1.[F:32][C:33]([F:44])([F:43])[C:34]1[CH:42]=[CH:41][C:37]([C:38](Cl)=[O:39])=[CH:36][CH:35]=1.C(O)(C(F)(F)F)=O.[CH2:52]([N:54](CC)CC)C. The catalyst class is: 34. (4) Reactant: [CH2:1]([O:3][C:4]([C@@H:6]1[C@@H:10](C(O)=O)[CH2:9][N:8]([C:14]([O:16][C:17]([CH3:20])([CH3:19])[CH3:18])=[O:15])[CH2:7]1)=[O:5])[CH3:2].C([N:23]([CH2:26]C)CC)C.C1(P(N=[N+]=[N-])(C2C=CC=CC=2)=[O:35])C=CC=CC=1.[CH3:45][Si:46]([CH3:51])([CH3:50])[CH2:47][CH2:48][OH:49]. Product: [CH2:1]([O:3][C:4]([C@@H:6]1[C@@H:10]([NH:23][C:26]([O:49][CH2:48][CH2:47][Si:46]([CH3:51])([CH3:50])[CH3:45])=[O:35])[CH2:9][N:8]([C:14]([O:16][C:17]([CH3:18])([CH3:19])[CH3:20])=[O:15])[CH2:7]1)=[O:5])[CH3:2]. The catalyst class is: 11. (5) Product: [CH3:26][C:2]1([CH3:1])[CH2:11][CH2:10][CH:9]([O:12][CH2:33][O:34][CH3:35])[C:8]2[CH:7]=[C:6]([N:13]=[N:14][C:15]3[CH:16]=[CH:17][C:18]([C:19]([O:21][CH2:22][CH3:23])=[O:20])=[CH:24][CH:25]=3)[CH:5]=[CH:4][C:3]1=2. Reactant: [CH3:1][C:2]1([CH3:26])[CH2:11][CH2:10][CH:9]([OH:12])[C:8]2[CH:7]=[C:6]([N:13]=[N:14][C:15]3[CH:25]=[CH:24][C:18]([C:19]([O:21][CH2:22][CH3:23])=[O:20])=[CH:17][CH:16]=3)[CH:5]=[CH:4][C:3]1=2.C(NCC)(C)C.[CH3:33][O:34][CH2:35]Cl. The catalyst class is: 2. (6) Reactant: [N+:1]([C:4]1[C:5]([NH:10][C:11]2[CH:16]=[CH:15][CH:14]=[CH:13][N:12]=2)=[N:6][CH:7]=[CH:8][CH:9]=1)([O-])=O. Product: [N:12]1[CH:13]=[CH:14][CH:15]=[CH:16][C:11]=1[NH:10][C:5]1[C:4]([NH2:1])=[CH:9][CH:8]=[CH:7][N:6]=1. The catalyst class is: 350.